Dataset: Forward reaction prediction with 1.9M reactions from USPTO patents (1976-2016). Task: Predict the product of the given reaction. Given the reactants Cl.[Cl:2][C:3]1[CH:8]=[CH:7][C:6]([F:9])=[CH:5][C:4]=1[NH:10][NH2:11].C(=O)([O-])[O-].[K+].[K+].[C:18](OCC)(=[O:26])[C:19]#[C:20][C:21]([O:23][CH2:24][CH3:25])=[O:22].Cl, predict the reaction product. The product is: [Cl:2][C:3]1[CH:8]=[CH:7][C:6]([F:9])=[CH:5][C:4]=1[N:10]1[C:18]([OH:26])=[CH:19][C:20]([C:21]([O:23][CH2:24][CH3:25])=[O:22])=[N:11]1.